Task: Predict the product of the given reaction.. Dataset: Forward reaction prediction with 1.9M reactions from USPTO patents (1976-2016) (1) Given the reactants [CH3:1][N:2]([CH3:29])[CH2:3][CH2:4][CH2:5][O:6][C:7]1[CH:12]=[CH:11][C:10]([C:13]2[NH:22][C:16]3=[N:17][CH:18]=[C:19]([CH3:21])[CH:20]=[C:15]3[C:14]=2[CH:23]2[CH2:28][CH2:27][CH2:26][NH:25][CH2:24]2)=[CH:9][CH:8]=1.[N:30]1([C:35](Cl)=[O:36])[CH2:34][CH2:33][CH2:32][CH2:31]1, predict the reaction product. The product is: [CH3:29][N:2]([CH3:1])[CH2:3][CH2:4][CH2:5][O:6][C:7]1[CH:8]=[CH:9][C:10]([C:13]2[NH:22][C:16]3=[N:17][CH:18]=[C:19]([CH3:21])[CH:20]=[C:15]3[C:14]=2[CH:23]2[CH2:28][CH2:27][CH2:26][N:25]([C:35]([N:30]3[CH2:34][CH2:33][CH2:32][CH2:31]3)=[O:36])[CH2:24]2)=[CH:11][CH:12]=1. (2) The product is: [O:22]1[CH2:26][CH2:25][CH:24]([NH:27][C:18]([C:14]2[S:13][C:12]([CH2:11][CH2:10][C:9]3[C:5]([CH2:1][CH2:2][CH2:3][CH3:4])=[N:6][O:7][C:8]=3[CH3:21])=[N:16][C:15]=2[CH3:17])=[O:20])[CH2:23]1. Given the reactants [CH2:1]([C:5]1[C:9]([CH2:10][CH2:11][C:12]2[S:13][C:14]([C:18]([OH:20])=O)=[C:15]([CH3:17])[N:16]=2)=[C:8]([CH3:21])[O:7][N:6]=1)[CH2:2][CH2:3][CH3:4].[O:22]1[CH2:26][CH2:25][CH:24]([NH2:27])[CH2:23]1, predict the reaction product. (3) Given the reactants [NH:1]1[CH2:6][CH2:5][S:4][CH2:3][CH2:2]1.C[Si]([N:11]=[C:12]=[O:13])(C)C, predict the reaction product. The product is: [N:1]1([C:12]([NH2:11])=[O:13])[CH2:6][CH2:5][S:4][CH2:3][CH2:2]1. (4) The product is: [CH:1]([C@:4]1([C:10]([N:12]2[CH2:13][CH:14]=[C:15]([C:18]3[CH:19]=[N:20][CH:21]=[C:22]([C:24]([F:27])([F:26])[F:25])[CH:23]=3)[CH2:16][CH2:17]2)=[O:11])[CH2:8][CH2:7][C@@H:6]([NH:9][CH:34]2[CH2:33][CH2:32][O:31][CH2:30][CH:29]2[CH3:28])[CH2:5]1)([CH3:3])[CH3:2]. Given the reactants [CH:1]([C@:4]1([C:10]([N:12]2[CH2:17][CH:16]=[C:15]([C:18]3[CH:19]=[N:20][CH:21]=[C:22]([C:24]([F:27])([F:26])[F:25])[CH:23]=3)[CH2:14][CH2:13]2)=[O:11])[CH2:8][CH2:7][C@@H:6]([NH2:9])[CH2:5]1)([CH3:3])[CH3:2].[CH3:28][CH:29]1[C:34](=O)[CH2:33][CH2:32][O:31][CH2:30]1.C(N(CC)CC)C.C(O[BH-](OC(=O)C)OC(=O)C)(=O)C.[Na+], predict the reaction product. (5) The product is: [C:12]([NH:1][C:2]1[C:11]([N+:23]([O-:25])=[O:24])=[CH:10][CH:9]=[CH:8][C:3]=1[C:4]([O:6][CH3:7])=[O:5])(=[O:17])[CH2:13][CH2:14][CH3:15]. Given the reactants [NH2:1][C:2]1[CH:11]=[CH:10][CH:9]=[CH:8][C:3]=1[C:4]([O:6][CH3:7])=[O:5].[C:12]([O:17]C(=O)CCC)(=O)[CH2:13][CH2:14][CH3:15].[N+:23]([O-])([OH:25])=[O:24].[OH-].[Na+], predict the reaction product.